Dataset: Forward reaction prediction with 1.9M reactions from USPTO patents (1976-2016). Task: Predict the product of the given reaction. (1) Given the reactants C([O:3][C:4](=[O:33])/[CH:5]=[C:6](\[CH3:32])/[CH:7]=[CH:8]/[CH:9]=[C:10](\[C:15]1[CH:20]=[C:19]([C:21]([CH3:24])([CH3:23])[CH3:22])[CH:18]=[C:17]([C:25]([CH3:28])([CH3:27])[CH3:26])[C:16]=1[O:29][CH2:30][CH3:31])/[C:11]([F:14])([F:13])[F:12])C.[Li+].[OH-], predict the reaction product. The product is: [CH3:32]/[C:6](/[CH:7]=[CH:8]/[CH:9]=[C:10](\[C:15]1[CH:20]=[C:19]([C:21]([CH3:22])([CH3:23])[CH3:24])[CH:18]=[C:17]([C:25]([CH3:28])([CH3:27])[CH3:26])[C:16]=1[O:29][CH2:30][CH3:31])/[C:11]([F:12])([F:13])[F:14])=[CH:5]\[C:4]([OH:33])=[O:3]. (2) Given the reactants [F:1][C:2]1[C:7]([F:8])=[CH:6][C:5](B(O)O)=[C:4]([O:12][C@H:13]([CH2:15][CH:16]=[CH2:17])[CH3:14])[CH:3]=1.[CH2:18]([O:21][C:22]1([CH3:55])[CH2:27][CH2:26][N:25]([C:28]2[N:33]3[CH:34]=[C:35]([C:37]4[CH:42]=[CH:41][CH:40]=[C:39](Br)[CH:38]=4)[N:36]=[C:32]3[CH:31]=[C:30]([CH3:44])[C:29]=2[C@H:45]([O:50][C:51]([CH3:54])([CH3:53])[CH3:52])[C:46]([O:48][CH3:49])=[O:47])[CH2:24][CH2:23]1)[CH:19]=[CH2:20].C(OC1(C)CCN(C2N3C=C(C4C=C(C5C=CC(F)=CC=5O[C@H](CC=C)C)C=CC=4)N=C3C=C(C)C=2[C@H](OC(C)(C)C)C(OC)=O)CC1)C=C, predict the reaction product. The product is: [C:51]([O:50][C@@H:45]([C:29]1[C:30]([CH3:44])=[CH:31][C:32]2[N:33]([CH:34]=[C:35]([C:37]3[CH:38]=[CH:39][CH:40]=[C:41]([C:5]4[CH:6]=[C:7]([F:8])[C:2]([F:1])=[CH:3][C:4]=4[O:12][C@H:13]([CH2:15][CH:16]=[CH2:17])[CH3:14])[CH:42]=3)[N:36]=2)[C:28]=1[N:25]1[CH2:24][CH2:23][C:22]([CH3:55])([O:21][CH2:18][CH:19]=[CH2:20])[CH2:27][CH2:26]1)[C:46]([O:48][CH3:49])=[O:47])([CH3:52])([CH3:53])[CH3:54]. (3) Given the reactants [CH3:1][NH:2][CH2:3][C:4]1[CH:12]=[CH:11][CH:10]=[C:9]2[C:5]=1[CH:6]=[CH:7][N:8]2[CH3:13].Cl.[O:15]=[C:16]1[NH:25][C:24]2[N:23]=[CH:22][C:21]([CH:26]=[CH:27][C:28](O)=[O:29])=[CH:20][C:19]=2[CH2:18][CH2:17]1.C1C=CC2N(O)N=NC=2C=1.CCN(C(C)C)C(C)C.CCN=C=NCCCN(C)C.Cl, predict the reaction product. The product is: [CH3:1][N:2]([CH2:3][C:4]1[CH:12]=[CH:11][CH:10]=[C:9]2[C:5]=1[CH:6]=[CH:7][N:8]2[CH3:13])[C:28](=[O:29])/[CH:27]=[CH:26]/[C:21]1[CH:22]=[N:23][C:24]2[NH:25][C:16](=[O:15])[CH2:17][CH2:18][C:19]=2[CH:20]=1. (4) Given the reactants [Cl:1][C:2]1[C:3]([C:36]2[CH2:41][CH2:40][CH2:39][CH2:38][CH:37]=2)=[CH:4][C:5]([O:34][CH3:35])=[C:6]([CH:33]=1)[C:7]([N:9]1[C:15]2[CH:16]=[CH:17][CH:18]=[CH:19][C:14]=2[CH2:13][N:12]2[C:20]([C:23]([N:25]([CH2:27][CH2:28][CH2:29][N:30]([CH3:32])[CH3:31])[CH3:26])=[O:24])=[CH:21][CH:22]=[C:11]2[CH2:10]1)=[O:8].O.[C:43]([OH:55])(=[O:54])[CH2:44][C:45]([CH2:50][C:51]([OH:53])=[O:52])([C:47]([OH:49])=[O:48])[OH:46], predict the reaction product. The product is: [C:43]([OH:55])(=[O:54])[CH2:44][C:45]([CH2:50][C:51]([OH:53])=[O:52])([C:47]([OH:49])=[O:48])[OH:46].[Cl:1][C:2]1[C:3]([C:36]2[CH2:41][CH2:40][CH2:39][CH2:38][CH:37]=2)=[CH:4][C:5]([O:34][CH3:35])=[C:6]([CH:33]=1)[C:7]([N:9]1[C:15]2[CH:16]=[CH:17][CH:18]=[CH:19][C:14]=2[CH2:13][N:12]2[C:20]([C:23]([N:25]([CH2:27][CH2:28][CH2:29][N:30]([CH3:31])[CH3:32])[CH3:26])=[O:24])=[CH:21][CH:22]=[C:11]2[CH2:10]1)=[O:8]. (5) Given the reactants [H-].[Na+].[CH:3]1([CH2:6][C@:7]([OH:12])([CH3:11])[C:8]([OH:10])=[O:9])[CH2:5][CH2:4]1.I[CH3:14], predict the reaction product. The product is: [CH:3]1([CH2:6][C@:7]([O:12][CH3:14])([CH3:11])[C:8]([OH:10])=[O:9])[CH2:5][CH2:4]1.